From a dataset of Catalyst prediction with 721,799 reactions and 888 catalyst types from USPTO. Predict which catalyst facilitates the given reaction. (1) Reactant: [Cl:1][C:2]1[CH:7]=[CH:6][C:5]([OH:8])=[CH:4][N:3]=1.[F:9][C:10]1[CH:15]=[CH:14][C:13](B(O)O)=[CH:12][CH:11]=1.C(N(CC)CC)C. Product: [Cl:1][C:2]1[CH:7]=[CH:6][C:5]([O:8][C:13]2[CH:14]=[CH:15][C:10]([F:9])=[CH:11][CH:12]=2)=[CH:4][N:3]=1. The catalyst class is: 221. (2) Reactant: [Br:1][C:2]1[CH:7]=[CH:6][C:5](/[CH:8]=[CH:9]/[CH:10]=O)=[C:4]([O:12][CH2:13][C:14]#[CH:15])[CH:3]=1.[O-]S([O-])(=O)=O.[Mg+2].[CH3:22][N:23]([CH3:25])[NH2:24]. Product: [Br:1][C:2]1[CH:7]=[CH:6][C:5](/[CH:8]=[CH:9]/[CH:10]=[N:24]/[N:23]([CH3:25])[CH3:22])=[C:4]([O:12][CH2:13][C:14]#[CH:15])[CH:3]=1. The catalyst class is: 4.